From a dataset of Reaction yield outcomes from USPTO patents with 853,638 reactions. Predict the reaction yield, written as a fraction of the theoretical maximum amount of product (1.0 means a 100% yield; for example, 0.34 means a 34% yield). (1) The reactants are [C:1]([N:4]1[C@@H:10]2[C@H:5]1[C@@H:6]([NH:16][C:17]([O:19][C:20]([CH3:23])([CH3:22])[CH3:21])=[O:18])[CH2:7][C:8]([C:11]([O:13][CH2:14][CH3:15])=[O:12])=[CH:9]2)(=[O:3])[CH3:2].[CH3:24][CH2:25][CH:26]([OH:29])[CH2:27][CH3:28]. The catalyst is C(S([O-])(=O)=O)(F)(F)F.C(S([O-])(=O)=O)(F)(F)F.[Cu+2]. The product is [C:1]([NH:4][C@@H:5]1[C@@H:6]([NH:16][C:17]([O:19][C:20]([CH3:23])([CH3:22])[CH3:21])=[O:18])[CH2:7][C:8]([C:11]([O:13][CH2:14][CH3:15])=[O:12])=[CH:9][C@H:10]1[O:29][CH:26]([CH2:27][CH3:28])[CH2:25][CH3:24])(=[O:3])[CH3:2]. The yield is 0.600. (2) The reactants are [F:1][C:2]1[CH:3]=[C:4]([C:11]2[C:12]([S:17]CC3C=CC(OC)=CC=3)=[N:13][CH:14]=[CH:15][CH:16]=2)[CH:5]=[C:6]([F:10])[C:7]=1[O:8][CH3:9].C1(OC)C=CC=CC=1.OS(C(F)(F)F)(=O)=O.C(=O)(O)[O-].[Na+]. The catalyst is C(O)(C(F)(F)F)=O. The product is [F:1][C:2]1[CH:3]=[C:4]([C:11]2[C:12]([SH:17])=[N:13][CH:14]=[CH:15][CH:16]=2)[CH:5]=[C:6]([F:10])[C:7]=1[O:8][CH3:9]. The yield is 0.610. (3) The product is [OH:27][CH2:26][CH2:25][O:24][CH:22]1[CH2:23][N:20]([C:17]2[CH:18]=[CH:19][C:14]([NH:13][C:5]3[CH:4]=[C:3]([O:2][CH3:1])[N:8]=[CH:7][C:6]=3[NH:9][C:10](=[O:12])[CH3:11])=[CH:15][CH:16]=2)[CH2:21]1. The catalyst is CO. The yield is 0.590. The reactants are [CH3:1][O:2][C:3]1[N:8]=[CH:7][C:6]([NH:9][C:10](=[O:12])[CH3:11])=[C:5]([NH:13][C:14]2[CH:19]=[CH:18][C:17]([N:20]3[CH2:23][CH:22]([O:24][CH2:25][CH2:26][O:27]C4CCCCO4)[CH2:21]3)=[CH:16][CH:15]=2)[CH:4]=1.Cl.C(O)(C)C.C(=O)([O-])O.[Na+].